This data is from Forward reaction prediction with 1.9M reactions from USPTO patents (1976-2016). The task is: Predict the product of the given reaction. (1) Given the reactants [CH2:1]([N:3]([C:12]1[CH:13]=[CH:14][CH:15]=[C:16]2[C:20]=1[NH:19][C:18]([C:21]1[S:22][C:23]([CH2:26]O)=[CH:24][N:25]=1)=[CH:17]2)[S:4]([C:7]1[S:8][CH:9]=[CH:10][CH:11]=1)(=[O:6])=[O:5])[CH3:2].CN(C)C=O.O1CCCC1.S(Cl)([Cl:40])=O, predict the reaction product. The product is: [Cl:40][CH2:26][C:23]1[S:22][C:21]([C:18]2[NH:19][C:20]3[C:16]([CH:17]=2)=[CH:15][CH:14]=[CH:13][C:12]=3[N:3]([CH2:1][CH3:2])[S:4]([C:7]2[S:8][CH:9]=[CH:10][CH:11]=2)(=[O:6])=[O:5])=[N:25][CH:24]=1. (2) Given the reactants [F:1][C:2]1[C:9]([OH:10])=[CH:8][CH:7]=[C:6]([I:11])[C:3]=1[C:4]#[N:5].[H-].[Na+].[CH3:14][O:15][CH2:16]Cl, predict the reaction product. The product is: [F:1][C:2]1[C:9]([O:10][CH2:14][O:15][CH3:16])=[CH:8][CH:7]=[C:6]([I:11])[C:3]=1[C:4]#[N:5].